Dataset: Forward reaction prediction with 1.9M reactions from USPTO patents (1976-2016). Task: Predict the product of the given reaction. (1) The product is: [CH3:40][N:39]([CH2:38][C:37]1[N:7]=[C:8]([C:9]2[CH:10]=[C:11]3[C:15](=[CH:16][CH:17]=2)[NH:14][N:13]=[C:12]3[C:18]2[CH:19]=[C:20]([C:24]([NH:26][CH2:27][CH2:28][CH:29]3[CH2:34][CH2:33][CH2:32][CH2:31][NH:30]3)=[O:25])[CH:21]=[CH:22][CH:23]=2)[NH:35][N:36]=1)[CH3:41]. Given the reactants Cl.Cl.Cl.C(O[N:7]=[CH:8][C:9]1[CH:10]=[C:11]2[C:15](=[CH:16][CH:17]=1)[NH:14][N:13]=[C:12]2[C:18]1[CH:19]=[C:20]([C:24]([NH:26][CH2:27][CH2:28][CH:29]2[CH2:34][CH2:33][CH2:32][CH2:31][NH:30]2)=[O:25])[CH:21]=[CH:22][CH:23]=1)C.[NH2:35][NH:36][C:37](=O)[CH2:38][N:39]([CH3:41])[CH3:40].C[O-].[Na+], predict the reaction product. (2) Given the reactants [NH2:1][C@:2]12[CH2:37][CH2:36][C@@H:35]([C:38]([CH3:40])=[CH2:39])[C@@H:3]1[C@@H:4]1[C@@:17]([CH3:20])([CH2:18][CH2:19]2)[C@@:16]2([CH3:21])[C@@H:7]([C@:8]3([CH3:34])[C@@H:13]([CH2:14][CH2:15]2)[C:12]([CH3:23])([CH3:22])[C:11]([C:24]2[CH:33]=[CH:32][C:27]([C:28]([O:30]C)=[O:29])=[CH:26][CH:25]=2)=[CH:10][CH2:9]3)[CH2:6][CH2:5]1.CN(C)CCC(N[C@]12CC[C@@H](C(C)=C)[C@@H]1[C@@H]1[C@@](C)(CC2)[C@@]2(C)[C@@H]([C@]3(C)[C@@H](CC2)C(C)(C)C(C2C=CC(C(O)=O)=CC=2)=CC3)CC1)=O.[CH3:87][S:88]([N:91]1[CH2:95][CH2:94][CH2:93][CH:92]1[C:96]([OH:98])=O)(=[O:90])=[O:89], predict the reaction product. The product is: [CH3:20][C@:17]12[C@@:16]3([CH3:21])[C@@H:7]([C@:8]4([CH3:34])[C@@H:13]([CH2:14][CH2:15]3)[C:12]([CH3:22])([CH3:23])[C:11]([C:24]3[CH:33]=[CH:32][C:27]([C:28]([OH:30])=[O:29])=[CH:26][CH:25]=3)=[CH:10][CH2:9]4)[CH2:6][CH2:5][C@@H:4]1[C@H:3]1[C@H:35]([C:38]([CH3:40])=[CH2:39])[CH2:36][CH2:37][C@:2]1([NH:1][C:96]([CH:92]1[CH2:93][CH2:94][CH2:95][N:91]1[S:88]([CH3:87])(=[O:89])=[O:90])=[O:98])[CH2:19][CH2:18]2. (3) Given the reactants Cl[C:2]1[CH:3]=[C:4]2[C:12](=[O:13])[C:11]3[CH:14]=[C:15]([NH:18][CH2:19][C:20]4[CH:25]=[CH:24][C:23]([O:26][CH3:27])=[CH:22][C:21]=4[O:28][CH3:29])[N:16]=[CH:17][C:10]=3[CH:9]=[CH:8][C:5]2=[N:6][CH:7]=1.[CH3:30][N:31]1[CH:35]=[C:34](B2OC(C)(C)C(C)(C)O2)[CH:33]=[N:32]1.F[B-](F)(F)F.C([PH+](C(C)(C)C)C(C)(C)C)(C)(C)C.[F-].[K+], predict the reaction product. The product is: [CH3:29][O:28][C:21]1[CH:22]=[C:23]([O:26][CH3:27])[CH:24]=[CH:25][C:20]=1[CH2:19][NH:18][C:15]1[N:16]=[CH:17][C:10]2[CH:9]=[CH:8][C:5]3=[N:6][CH:7]=[C:2]([C:34]4[CH:33]=[N:32][N:31]([CH3:30])[CH:35]=4)[CH:3]=[C:4]3[C:12](=[O:13])[C:11]=2[CH:14]=1. (4) Given the reactants [OH:1][CH:2]([CH2:18][OH:19])[CH2:3][CH2:4][N:5]1[C:10](=[O:11])[CH:9]=[N:8][C:7]2[CH:12]=[CH:13][C:14]([O:16][CH3:17])=[N:15][C:6]1=2.C(N(CC)CC)C.[C:27]1([CH3:37])[CH:32]=[CH:31][C:30]([S:33](Cl)(=[O:35])=[O:34])=[CH:29][CH:28]=1.O, predict the reaction product. The product is: [CH3:37][C:27]1[CH:32]=[CH:31][C:30]([S:33]([O:19][CH2:18][CH:2]([OH:1])[CH2:3][CH2:4][N:5]2[C:10](=[O:11])[CH:9]=[N:8][C:7]3[CH:12]=[CH:13][C:14]([O:16][CH3:17])=[N:15][C:6]2=3)(=[O:35])=[O:34])=[CH:29][CH:28]=1. (5) Given the reactants C([Li])CCC.[C:6](#[N:8])[CH3:7].C[O:10][C:11]([CH:13]1[CH2:17][CH2:16][CH2:15][CH2:14]1)=O, predict the reaction product. The product is: [CH:13]1([C:11](=[O:10])[CH2:7][C:6]#[N:8])[CH2:17][CH2:16][CH2:15][CH2:14]1.